This data is from Forward reaction prediction with 1.9M reactions from USPTO patents (1976-2016). The task is: Predict the product of the given reaction. (1) The product is: [C:1]([O:5][C:6]([N:8]([CH2:25][C@@H:26]1[CH2:35][CH2:34][C:33]2[C:28](=[CH:29][CH:30]=[C:31]([C:36]3[CH:45]=[CH:44][C:39]([C:40]([O:42][CH3:43])=[O:41])=[C:38]([O:46][CH2:48][CH:49]([CH3:51])[CH3:50])[CH:37]=3)[CH:32]=2)[O:27]1)[CH2:9][C@H:10]([O:17][Si:18]([C:21]([CH3:24])([CH3:23])[CH3:22])([CH3:20])[CH3:19])[C:11]1[CH:12]=[N:13][CH:14]=[CH:15][CH:16]=1)=[O:7])([CH3:2])([CH3:3])[CH3:4]. Given the reactants [C:1]([O:5][C:6]([N:8]([CH2:25][C@@H:26]1[CH2:35][CH2:34][C:33]2[C:28](=[CH:29][CH:30]=[C:31]([C:36]3[CH:45]=[CH:44][C:39]([C:40]([O:42][CH3:43])=[O:41])=[C:38]([OH:46])[CH:37]=3)[CH:32]=2)[O:27]1)[CH2:9][C@H:10]([O:17][Si:18]([C:21]([CH3:24])([CH3:23])[CH3:22])([CH3:20])[CH3:19])[C:11]1[CH:12]=[N:13][CH:14]=[CH:15][CH:16]=1)=[O:7])([CH3:4])([CH3:3])[CH3:2].I[CH2:48][CH:49]([CH3:51])[CH3:50].C(=O)([O-])[O-].[K+].[K+], predict the reaction product. (2) Given the reactants [CH3:1][C:2]([N:6]1[C:18]2[CH:17]=[CH:16][CH:15]=[CH:14][C:13]=2[C:12]2[C:7]1=[CH:8][CH:9]=[CH:10][CH:11]=2)([CH:4]=[CH2:5])[CH3:3].C[N+]1([O-])CC[O:23]CC1.[OH2:27], predict the reaction product. The product is: [CH:17]1[C:18]2[N:6]([C:2]([CH3:1])([CH3:3])[CH:4]([OH:23])[CH2:5][OH:27])[C:7]3[C:12](=[CH:11][CH:10]=[CH:9][CH:8]=3)[C:13]=2[CH:14]=[CH:15][CH:16]=1. (3) Given the reactants [NH:1]1[C:9]2[C:4](=[CH:5][C:6]([CH:10]=O)=[CH:7][CH:8]=2)[C:3]([CH:12]=O)=[N:2]1.[NH2:14][C:15]1[CH:20]=[CH:19][CH:18]=[CH:17][C:16]=1[NH2:21], predict the reaction product. The product is: [NH:14]1[C:15]2[CH:20]=[CH:19][CH:18]=[CH:17][C:16]=2[N:21]=[C:12]1[C:3]1[C:4]2[C:9](=[CH:8][CH:7]=[C:6]([C:10]3[NH:21][C:16]4[CH:17]=[CH:18][CH:19]=[CH:20][C:15]=4[N:14]=3)[CH:5]=2)[NH:1][N:2]=1. (4) Given the reactants C([O:3][C:4](=[O:29])[CH:5]([C:24]1[S:25][CH:26]=[CH:27][CH:28]=1)[CH2:6][C:7]#[C:8][CH2:9][CH2:10][CH2:11][C:12]1[N:13]=[C:14]([C:18]2[CH:23]=[CH:22][CH:21]=[CH:20][CH:19]=2)[O:15][C:16]=1[CH3:17])C.O[Li].O, predict the reaction product. The product is: [CH3:17][C:16]1[O:15][C:14]([C:18]2[CH:19]=[CH:20][CH:21]=[CH:22][CH:23]=2)=[N:13][C:12]=1[CH2:11][CH2:10][CH2:9][C:8]#[C:7][CH2:6][CH:5]([C:24]1[S:25][CH:26]=[CH:27][CH:28]=1)[C:4]([OH:29])=[O:3]. (5) Given the reactants [CH3:1][N:2]1[C:6]([O:7][C:8]2[C:15]([F:16])=[CH:14][C:11]([C:12]#[N:13])=[CH:10][C:9]=2[F:17])=[CH:5][C:4]([CH3:18])=[N:3]1.[I:19]N1C(=O)CCC1=O.O, predict the reaction product. The product is: [F:17][C:9]1[CH:10]=[C:11]([CH:14]=[C:15]([F:16])[C:8]=1[O:7][C:6]1[N:2]([CH3:1])[N:3]=[C:4]([CH3:18])[C:5]=1[I:19])[C:12]#[N:13].